Dataset: Catalyst prediction with 721,799 reactions and 888 catalyst types from USPTO. Task: Predict which catalyst facilitates the given reaction. (1) The catalyst class is: 27. Reactant: Br[C:2]1[CH:10]=[CH:9][CH:8]=[C:7]2[C:3]=1[CH2:4][CH2:5][C@@H:6]2[O:11][Si:12]([C:15]([CH3:18])([CH3:17])[CH3:16])([CH3:14])[CH3:13].[Cu][C:20]#[N:21].CN1CCCC1=O. Product: [C:15]([Si:12]([CH3:14])([CH3:13])[O:11][C@@H:6]1[C:7]2[CH:8]=[CH:9][CH:10]=[C:2]([C:20]#[N:21])[C:3]=2[CH2:4][CH2:5]1)([CH3:18])([CH3:17])[CH3:16]. (2) Reactant: [N:1]1[CH:6]=[CH:5][C:4]([C:7]2[CH:15]=[CH:14][C:10]([C:11]([OH:13])=O)=[CH:9][CH:8]=2)=[CH:3][CH:2]=1.C(N(CC)CC)C.C(N1C=CN=C1)(N1C=CN=C1)=O.Cl.[Br:36][C:37]1[CH:38]=[C:39]2[C:44](=[CH:45][CH:46]=1)[CH:43]=[C:42]([S:47]([N:50]1[CH2:55][CH2:54][NH:53][CH2:52][CH2:51]1)(=[O:49])=[O:48])[CH:41]=[CH:40]2. Product: [Br:36][C:37]1[CH:38]=[C:39]2[C:44](=[CH:45][CH:46]=1)[CH:43]=[C:42]([S:47]([N:50]1[CH2:51][CH2:52][N:53]([C:11](=[O:13])[C:10]3[CH:9]=[CH:8][C:7]([C:4]4[CH:3]=[CH:2][N:1]=[CH:6][CH:5]=4)=[CH:15][CH:14]=3)[CH2:54][CH2:55]1)(=[O:48])=[O:49])[CH:41]=[CH:40]2. The catalyst class is: 39. (3) Reactant: [NH2:1][CH2:2][CH:3]1[CH2:8][CH2:7][NH:6][CH2:5][CH2:4]1.C(=O)C1C=CC=CC=1.[CH2:17]([O:24][C:25](Cl)=[O:26])[C:18]1[CH:23]=[CH:22][CH:21]=[CH:20][CH:19]=1.OS([O-])(=O)=O.[K+]. Product: [NH2:1][CH2:2][CH:3]1[CH2:8][CH2:7][N:6]([C:25]([O:24][CH2:17][C:18]2[CH:23]=[CH:22][CH:21]=[CH:20][CH:19]=2)=[O:26])[CH2:5][CH2:4]1. The catalyst class is: 11. (4) Reactant: [CH3:1][C:2](=[CH2:5])[CH2:3][OH:4].O[N:7]1[C:11](=[O:12])[C:10]2=[CH:13][CH:14]=[CH:15][CH:16]=[C:9]2[C:8]1=[O:17].N(C(OC(C)C)=O)=NC(OC(C)C)=O. Product: [CH3:5][C:2](=[CH2:1])[CH2:3][O:4][N:7]1[C:11](=[O:12])[C:10]2[C:9](=[CH:16][CH:15]=[CH:14][CH:13]=2)[C:8]1=[O:17]. The catalyst class is: 1. (5) Reactant: [CH:1]([NH:4][C:5](=[O:14])[C:6]1[CH:11]=[CH:10][N:9]=[C:8]([O:12][CH3:13])[CH:7]=1)([CH3:3])[CH3:2].CN(CCN(C)C)C.C([Li])CCC.CCCCCC.CN([CH:37]=[O:38])C. Product: [OH:38][CH:37]1[C:7]2[C:8]([O:12][CH3:13])=[N:9][CH:10]=[CH:11][C:6]=2[C:5](=[O:14])[N:4]1[CH:1]([CH3:3])[CH3:2]. The catalyst class is: 237.